Task: Regression. Given a peptide amino acid sequence and an MHC pseudo amino acid sequence, predict their binding affinity value. This is MHC class I binding data.. Dataset: Peptide-MHC class I binding affinity with 185,985 pairs from IEDB/IMGT (1) The peptide sequence is RRWQQLLALA. The MHC is Mamu-B03 with pseudo-sequence Mamu-B03. The binding affinity (normalized) is 0.753. (2) The MHC is HLA-A23:01 with pseudo-sequence HLA-A23:01. The binding affinity (normalized) is 0. The peptide sequence is GPKVKQWPL.